Predict the product of the given reaction. From a dataset of Forward reaction prediction with 1.9M reactions from USPTO patents (1976-2016). (1) The product is: [N:14]1[CH:15]=[CH:16][CH:17]=[C:12]([O:11][C:2]2[CH:7]=[CH:6][C:5]([N+:8]([O-:10])=[O:9])=[CH:4][CH:3]=2)[CH:13]=1. Given the reactants Cl[C:2]1[CH:7]=[CH:6][C:5]([N+:8]([O-:10])=[O:9])=[CH:4][CH:3]=1.[OH:11][C:12]1[CH:13]=[N:14][CH:15]=[CH:16][CH:17]=1.C(=O)([O-])[O-].[K+].[K+].O, predict the reaction product. (2) Given the reactants [NH:1]([C:13]([O:15]C(C)(C)C)=O)[C@H:2]([C:10]([OH:12])=O)[CH2:3][C:4]1[CH:9]=[CH:8][CH:7]=[CH:6][CH:5]=1.CN(C(O[N:28]1N=[N:35][C:30]2C=CC=C[C:29]1=2)=[N+](C)C)C.F[P-](F)(F)(F)(F)F.Cl.N[CH2:46]C#N.CCN(CC)CC, predict the reaction product. The product is: [C:13]([NH:1][C@@H:2]([CH2:3][C:4]1[CH:5]=[CH:6][CH:7]=[CH:8][CH:9]=1)[C:10]([NH:35][CH2:30][C:29]#[N:28])=[O:12])(=[O:15])[CH3:46].